From a dataset of Full USPTO retrosynthesis dataset with 1.9M reactions from patents (1976-2016). Predict the reactants needed to synthesize the given product. (1) Given the product [Si:33]([O:40][CH2:41][C@H:42]([NH:50][C:4](=[O:6])[C:3]1[CH:7]=[CH:8][CH:9]=[CH:10][C:2]=1[I:1])[C:43]1[CH:48]=[CH:47][CH:46]=[CH:45][C:44]=1[I:49])([C:36]([CH3:39])([CH3:38])[CH3:37])([CH3:35])[CH3:34], predict the reactants needed to synthesize it. The reactants are: [I:1][C:2]1[CH:10]=[CH:9][CH:8]=[CH:7][C:3]=1[C:4]([OH:6])=O.C1C=CC2N(O)N=NC=2C=1.CCN=C=NCCCN(C)C.Cl.[Si:33]([O:40][CH2:41][C@H:42]([NH2:50])[C:43]1[CH:48]=[CH:47][CH:46]=[CH:45][C:44]=1[I:49])([C:36]([CH3:39])([CH3:38])[CH3:37])([CH3:35])[CH3:34]. (2) Given the product [NH2:17][C:18]1[C:22]([C:23]([O:25][CH2:26][CH3:27])=[O:24])=[CH:21][N:20]([CH2:2][C:3]2[CH:8]=[CH:7][C:6]([O:9][CH3:10])=[CH:5][CH:4]=2)[N:19]=1, predict the reactants needed to synthesize it. The reactants are: Cl[CH2:2][C:3]1[CH:8]=[CH:7][C:6]([O:9][CH3:10])=[CH:5][CH:4]=1.C([O-])([O-])=O.[K+].[K+].[NH2:17][C:18]1[C:22]([C:23]([O:25][CH2:26][CH3:27])=[O:24])=[CH:21][NH:20][N:19]=1. (3) The reactants are: [S:1]1[CH:5]=[CH:4][CH:3]=[C:2]1[CH2:6][NH:7][C:8]([C:10]1[N:11]=[C:12]2[C:17]([C:18]([F:21])([F:20])[F:19])=[CH:16][C:15](Br)=[CH:14][N:13]2[C:23]=1[Cl:24])=[O:9].[N-:25]=[N+:26]=[N-:27].[Na+].[Cl-].[NH4+].[CH3:31][N:32](C=O)C. Given the product [S:1]1[CH:5]=[CH:4][CH:3]=[C:2]1[CH2:6][NH:7][C:8]([C:10]1[N:11]=[C:12]2[C:17]([C:18]([F:21])([F:20])[F:19])=[CH:16][C:15]([C:31]3[N:25]=[N:26][NH:27][N:32]=3)=[CH:14][N:13]2[C:23]=1[Cl:24])=[O:9], predict the reactants needed to synthesize it. (4) Given the product [C:34]1([C:31]2[N:30]=[C:29]([C:27]([CH:26]([NH:25][C:5](=[O:7])[C@@H:4]([CH2:8][C:9]([N:11]3[CH2:16][CH2:15][O:14][CH2:13][CH2:12]3)=[O:10])[CH2:3][C:2]([CH3:1])([CH3:24])[CH2:17][C:18]3[CH:23]=[CH:22][CH:21]=[CH:20][CH:19]=3)[CH2:40][CH3:41])=[O:28])[O:33][N:32]=2)[CH:35]=[CH:36][CH:37]=[CH:38][CH:39]=1, predict the reactants needed to synthesize it. The reactants are: [CH3:1][C:2]([CH3:24])([CH2:17][C:18]1[CH:23]=[CH:22][CH:21]=[CH:20][CH:19]=1)[CH2:3][C@H:4]([CH2:8][C:9]([N:11]1[CH2:16][CH2:15][O:14][CH2:13][CH2:12]1)=[O:10])[C:5]([OH:7])=O.[NH2:25][CH:26]([CH2:40][CH3:41])[CH:27]([C:29]1[O:33][N:32]=[C:31]([C:34]2[CH:39]=[CH:38][CH:37]=[CH:36][CH:35]=2)[N:30]=1)[OH:28]. (5) Given the product [CH3:31][N:32]([Si:3]([C:16]([CH3:19])([CH3:18])[CH3:17])([C:10]1[CH:15]=[CH:14][CH:13]=[CH:12][CH:11]=1)[C:4]1[CH:9]=[CH:8][CH:7]=[CH:6][CH:5]=1)[OH:33], predict the reactants needed to synthesize it. The reactants are: NO.[Si:3](Cl)([C:16]([CH3:19])([CH3:18])[CH3:17])([C:10]1[CH:15]=[CH:14][CH:13]=[CH:12][CH:11]=1)[C:4]1[CH:9]=[CH:8][CH:7]=[CH:6][CH:5]=1.C(N(CC)C(C)C)(C)C.Cl.[CH3:31][NH:32][OH:33]. (6) Given the product [Cl:30][C:28]1[CH:29]=[C:24]([C:17]2[C:16]3[C:21](=[CH:22][CH:23]=[C:14]([O:13][C@H:10]4[CH2:11][CH2:12][NH:8][CH2:9]4)[CH:15]=3)[N:20]=[CH:19][CH:18]=2)[CH:25]=[N:26][C:27]=1[O:31][CH3:32], predict the reactants needed to synthesize it. The reactants are: C(OC([N:8]1[CH2:12][CH2:11][C@H:10]([O:13][C:14]2[CH:15]=[C:16]3[C:21](=[CH:22][CH:23]=2)[N:20]=[CH:19][CH:18]=[C:17]3[C:24]2[CH:25]=[N:26][C:27]([O:31][CH3:32])=[C:28]([Cl:30])[CH:29]=2)[CH2:9]1)=O)(C)(C)C.C(O)(C(F)(F)F)=O. (7) Given the product [NH:40]1[C:41]2[C:37](=[CH:36][C:35]([C:2]3[CH:3]=[CH:4][N:5]4[C:10]([C:11]=3[CH3:12])=[C:9]([CH:13]3[CH2:15][CH2:14]3)[CH:8]=[C:7]([C:16]([O:18][CH3:19])=[O:17])[C:6]4=[O:20])=[CH:43][CH:42]=2)[CH:38]=[N:39]1, predict the reactants needed to synthesize it. The reactants are: Cl[C:2]1[CH:3]=[CH:4][N:5]2[C:10]([C:11]=1[CH3:12])=[C:9]([CH:13]1[CH2:15][CH2:14]1)[CH:8]=[C:7]([C:16]([O:18][CH3:19])=[O:17])[C:6]2=[O:20].C(=O)([O-])[O-].[Cs+].[Cs+].CC1(C)C(C)(C)OB([C:35]2[CH:36]=[C:37]3[C:41](=[CH:42][CH:43]=2)[NH:40][N:39]=[CH:38]3)O1.COCCOC. (8) The reactants are: [CH2:1]([C@H:8]1[CH2:12][O:11][C:10](=[O:13])[N:9]1[C:14](=[O:23])[CH2:15][C:16]1[CH:21]=[CH:20][C:19]([F:22])=[CH:18][CH:17]=1)[C:2]1[CH:7]=[CH:6][CH:5]=[CH:4][CH:3]=1.IC.[CH3:26][Si]([N-][Si](C)(C)C)(C)C.[Na+]. Given the product [CH2:1]([C@H:8]1[CH2:12][O:11][C:10](=[O:13])[N:9]1[C:14](=[O:23])[C@H:15]([C:16]1[CH:17]=[CH:18][C:19]([F:22])=[CH:20][CH:21]=1)[CH3:26])[C:2]1[CH:7]=[CH:6][CH:5]=[CH:4][CH:3]=1, predict the reactants needed to synthesize it. (9) Given the product [Br:32][C:12]1[N:11]=[C:10]([C@H:8]2[CH2:9][C@@H:5]([OH:4])[CH2:6][N:7]2[C:33](=[O:35])[CH3:34])[N:14]2[C:15]3[CH:21]=[CH:20][NH:19][C:16]=3[N:17]=[CH:18][C:13]=12, predict the reactants needed to synthesize it. The reactants are: C([O:4][C@@H:5]1[CH2:9][C@H:8]([C:10]2[N:14]3[C:15]4[CH:21]=[CH:20][N:19](S(C5C=CC(C)=CC=5)(=O)=O)[C:16]=4[N:17]=[CH:18][C:13]3=[C:12]([Br:32])[N:11]=2)[N:7]([C:33](=[O:35])[CH3:34])[CH2:6]1)(=O)C.[OH-].[Na+].